Task: Predict the reactants needed to synthesize the given product.. Dataset: Full USPTO retrosynthesis dataset with 1.9M reactions from patents (1976-2016) (1) The reactants are: [OH:1][C:2]1[CH:33]=[CH:32][C:5]([CH2:6][CH:7]2[C:16]3[C:11](=[CH:12][C:13]([O:19][CH3:20])=[C:14]([O:17][CH3:18])[CH:15]=3)[CH2:10][CH2:9][N:8]2[CH2:21][C:22]([NH:24][CH2:25][C:26]2[CH:31]=[CH:30][CH:29]=[CH:28][CH:27]=2)=[O:23])=[CH:4][C:3]=1[O:34][CH3:35].[CH3:36][N:37]([CH3:41])[C:38](Cl)=[O:39]. Given the product [CH3:35][O:34][C:3]1[CH:4]=[C:5]([CH:32]=[CH:33][C:2]=1[O:1][C:38](=[O:39])[N:37]([CH3:41])[CH3:36])[CH2:6][CH:7]1[C:16]2[C:11](=[CH:12][C:13]([O:19][CH3:20])=[C:14]([O:17][CH3:18])[CH:15]=2)[CH2:10][CH2:9][N:8]1[CH2:21][C:22]([NH:24][CH2:25][C:26]1[CH:31]=[CH:30][CH:29]=[CH:28][CH:27]=1)=[O:23], predict the reactants needed to synthesize it. (2) Given the product [F:1][C:2]1[C:7]([F:8])=[C:6]([CH3:9])[CH:5]=[C:4]([NH2:10])[C:3]=1[OH:13], predict the reactants needed to synthesize it. The reactants are: [F:1][C:2]1[C:7]([F:8])=[C:6]([CH3:9])[CH:5]=[C:4]([N+:10]([O-])=O)[C:3]=1[OH:13].[H][H]. (3) Given the product [C:16]12([C:26]([O:7][CH2:6][CH2:5][S:1]([O-:4])(=[O:3])=[O:2])=[O:27])[CH2:23][CH:22]3[CH2:21][CH:20]([CH2:19][CH:18]([CH2:24]3)[CH2:17]1)[CH2:25]2.[C:51]([C:48]1[CH:49]=[CH:50][C:45]([I+:44][C:41]2[CH:40]=[CH:39][C:38]([C:34]([CH3:37])([CH3:36])[CH3:35])=[CH:43][CH:42]=2)=[CH:46][CH:47]=1)([CH3:54])([CH3:53])[CH3:52], predict the reactants needed to synthesize it. The reactants are: [S:1]([CH2:5][CH2:6][OH:7])([O-:4])(=[O:3])=[O:2].[Na+].C(N(CC)CC)C.[C:16]12([C:26](Cl)=[O:27])[CH2:25][CH:20]3[CH2:21][CH:22]([CH2:24][CH:18]([CH2:19]3)[CH2:17]1)[CH2:23]2.S([O-])(O)(=O)=O.[C:34]([C:38]1[CH:43]=[CH:42][C:41]([I+:44][C:45]2[CH:50]=[CH:49][C:48]([C:51]([CH3:54])([CH3:53])[CH3:52])=[CH:47][CH:46]=2)=[CH:40][CH:39]=1)([CH3:37])([CH3:36])[CH3:35]. (4) The reactants are: [Si:1]([O:8][CH2:9][CH:10]1[C:12]2([CH2:17][CH2:16][N:15]([C:18]([O:20][C:21]([CH3:24])([CH3:23])[CH3:22])=[O:19])[CH2:14][CH2:13]2)[O:11]1)([C:4]([CH3:7])([CH3:6])[CH3:5])([CH3:3])[CH3:2].[Cl-].[NH4+].[N-:27]=[N+:28]=[N-:29].[Na+]. Given the product [N:27]([CH:10]([C:12]1([OH:11])[CH2:17][CH2:16][N:15]([C:18]([O:20][C:21]([CH3:24])([CH3:23])[CH3:22])=[O:19])[CH2:14][CH2:13]1)[CH2:9][O:8][Si:1]([C:4]([CH3:7])([CH3:6])[CH3:5])([CH3:3])[CH3:2])=[N+:28]=[N-:29], predict the reactants needed to synthesize it. (5) Given the product [CH2:43]([O:42][P:38]([CH2:37][C:36]1[CH:46]=[CH:47][C:33]([NH:32][C:24]2[N:23]=[C:22]([NH:21][C:13]3[C:14]([C:15](=[O:20])[NH:16][CH3:17])=[N:53][C:54]([Br:57])=[CH:55][CH:56]=3)[C:27]([C:28]([F:30])([F:29])[F:31])=[CH:26][N:25]=2)=[C:34]([O:48][CH3:49])[CH:35]=1)(=[O:45])[O:39][CH2:40][CH3:41])[CH3:44], predict the reactants needed to synthesize it. The reactants are: OCCCN1C=C(C2C=C[C:13]([NH:21][C:22]3[C:27]([C:28]([F:31])([F:30])[F:29])=[CH:26][N:25]=[C:24]([NH:32][C:33]4[CH:47]=[CH:46][C:36]([CH2:37][P:38](=[O:45])([O:42][CH2:43][CH3:44])[O:39][CH2:40][CH3:41])=[CH:35][C:34]=4[O:48][CH3:49])[N:23]=3)=[C:14]3C=2[CH2:17][N:16](C)[C:15]3=[O:20])C=N1.NC1C(C(NC)=O)=[N:53][C:54]([Br:57])=[CH:55][CH:56]=1. (6) Given the product [Cl:8][C:9]1[CH:10]=[CH:11][C:12]([O:13][C:14]2[CH:19]=[CH:18][C:17]([C:20]3([CH:22]4[CH2:23][CH2:24]4)[CH2:4][O:21]3)=[C:16]([C:25]([F:26])([F:27])[F:28])[CH:15]=2)=[CH:29][CH:30]=1, predict the reactants needed to synthesize it. The reactants are: [H-].[Na+].[I-].[CH3:4][S+](C)C.[Cl:8][C:9]1[CH:30]=[CH:29][C:12]([O:13][C:14]2[CH:19]=[CH:18][C:17]([C:20]([CH:22]3[CH2:24][CH2:23]3)=[O:21])=[C:16]([C:25]([F:28])([F:27])[F:26])[CH:15]=2)=[CH:11][CH:10]=1. (7) The reactants are: [C:1]([O:5][C:6](=[O:20])[NH:7][CH2:8][CH2:9][N:10]1[C:18]2[C:17](Cl)=[N:16][CH:15]=[N:14][C:13]=2[CH:12]=[CH:11]1)([CH3:4])([CH3:3])[CH3:2].[Cl:21][C:22]1[CH:23]=[C:24]([CH:26]=[CH:27][C:28]=1[O:29][C:30]1[CH:35]=[CH:34][CH:33]=[C:32]([C:36]([F:39])([F:38])[F:37])[CH:31]=1)[NH2:25].C(=O)([O-])O.[Na+]. Given the product [Cl:21][C:22]1[CH:23]=[C:24]([NH:25][C:17]2[C:18]3[N:10]([CH2:9][CH2:8][NH:7][C:6](=[O:20])[O:5][C:1]([CH3:4])([CH3:3])[CH3:2])[CH:11]=[CH:12][C:13]=3[N:14]=[CH:15][N:16]=2)[CH:26]=[CH:27][C:28]=1[O:29][C:30]1[CH:35]=[CH:34][CH:33]=[C:32]([C:36]([F:38])([F:39])[F:37])[CH:31]=1, predict the reactants needed to synthesize it. (8) Given the product [C:8]([N:11]1[C:20]2[C:15](=[C:16]([O:39][C:40]3[CH:41]=[CH:42][C:43]([C:46]([NH2:47])=[O:48])=[CH:44][CH:45]=3)[C:17]([C:21]3[CH:22]=[N:23][N:24]([CH:26]4[CH2:31][CH2:30][NH:29][CH2:28][CH2:27]4)[CH:25]=3)=[CH:18][CH:19]=2)[CH2:14][CH2:13][C@@H:12]1[CH3:49])(=[O:10])[CH3:9], predict the reactants needed to synthesize it. The reactants are: FC(F)(F)C(O)=O.[C:8]([N:11]1[C:20]2[C:15](=[C:16]([O:39][C:40]3[CH:45]=[CH:44][C:43]([C:46](=[O:48])[NH2:47])=[CH:42][CH:41]=3)[C:17]([C:21]3[CH:22]=[N:23][N:24]([CH:26]4[CH2:31][CH2:30][N:29](C(OC(C)(C)C)=O)[CH2:28][CH2:27]4)[CH:25]=3)=[CH:18][CH:19]=2)[CH2:14][CH2:13][C@@H:12]1[CH3:49])(=[O:10])[CH3:9]. (9) Given the product [Cl:28][C:22]1[CH:21]=[C:20]([C:17]2[CH:18]=[CH:19][N:15]([CH2:14][C@H:13]([NH:12][C:10]([C:8]3[N:9]=[C:5]([CH:2]([OH:4])[CH3:3])[S:6][CH:7]=3)=[O:11])[CH3:29])[N:16]=2)[CH:25]=[CH:24][C:23]=1[C:26]#[N:27], predict the reactants needed to synthesize it. The reactants are: [Na].[C:2]([C:5]1[S:6][CH:7]=[C:8]([C:10]([NH:12][C@H:13]([CH3:29])[CH2:14][N:15]2[CH:19]=[CH:18][C:17]([C:20]3[CH:25]=[CH:24][C:23]([C:26]#[N:27])=[C:22]([Cl:28])[CH:21]=3)=[N:16]2)=[O:11])[N:9]=1)(=[O:4])[CH3:3].